This data is from Forward reaction prediction with 1.9M reactions from USPTO patents (1976-2016). The task is: Predict the product of the given reaction. (1) Given the reactants [Cl:1][C:2]1[S:6][C:5]([C:7]2[N:8]=[CH:9][O:10][C:11]=2[CH2:12][CH2:13][CH2:14][CH2:15][OH:16])=[CH:4][CH:3]=1.[CH3:17][O:18][C:19]1[CH:24]=[CH:23][CH:22]=[CH:21][C:20]=1O.C(P(CCCC)CCCC)CCC.N(C(OCC)=O)=NC(OCC)=O, predict the reaction product. The product is: [Cl:1][C:2]1[S:6][C:5]([C:7]2[N:8]=[CH:9][O:10][C:11]=2[CH2:12][CH2:13][CH2:14][CH2:15][O:16][C:20]2[CH:21]=[CH:22][CH:23]=[CH:24][C:19]=2[O:18][CH3:17])=[CH:4][CH:3]=1. (2) Given the reactants [Cl:1][C:2]1[CH:3]=[C:4]([CH:8]=[CH:9][N:10]=1)[C:5]([OH:7])=[O:6].S(Cl)(Cl)=O.[CH3:15]O, predict the reaction product. The product is: [Cl:1][C:2]1[CH:3]=[C:4]([C:5]([O:7][CH3:15])=[O:6])[CH:8]=[CH:9][N:10]=1. (3) The product is: [F:23][C:20]1[CH:21]=[CH:22][C:17]([C:5]2[C:4]3[C:8](=[CH:9][CH:10]=[C:2]([CH:42]([OH:43])[CH2:41][C:35]4[CH:40]=[CH:39][CH:38]=[CH:37][CH:36]=4)[CH:3]=3)[N:7]([CH:11]3[CH2:16][CH2:15][CH2:14][CH2:13][O:12]3)[N:6]=2)=[CH:18][CH:19]=1. Given the reactants Br[C:2]1[CH:3]=[C:4]2[C:8](=[CH:9][CH:10]=1)[N:7]([CH:11]1[CH2:16][CH2:15][CH2:14][CH2:13][O:12]1)[N:6]=[C:5]2[C:17]1[CH:22]=[CH:21][C:20]([F:23])=[CH:19][CH:18]=1.C([Li])CCC.CCCCCC.[C:35]1([CH2:41][CH:42]=[O:43])[CH:40]=[CH:39][CH:38]=[CH:37][CH:36]=1, predict the reaction product. (4) Given the reactants [CH2:1]([NH:8][CH2:9][CH2:10][C:11]1[C:19]2[C:14](=[CH:15][CH:16]=[C:17]([F:20])[CH:18]=2)[NH:13][CH:12]=1)[C:2]1[CH:7]=[CH:6][CH:5]=[CH:4][CH:3]=1.[CH2:21](I)[CH2:22][CH3:23], predict the reaction product. The product is: [CH2:1]([N:8]([CH2:9][CH2:10][C:11]1[C:19]2[C:14](=[CH:15][CH:16]=[C:17]([F:20])[CH:18]=2)[NH:13][CH:12]=1)[CH2:21][CH2:22][CH3:23])[C:2]1[CH:3]=[CH:4][CH:5]=[CH:6][CH:7]=1. (5) Given the reactants [CH3:1][O:2][C:3]1[CH:4]=[C:5]2[C:10](=[CH:11][C:12]=1[O:13][CH3:14])[N:9]=[CH:8][CH:7]=[C:6]2[O:15][C:16]1[C:17]([CH3:27])=[C:18]2[C:23](=[CH:24][CH:25]=1)[CH:22]=[C:21]([NH2:26])[CH:20]=[CH:19]2.[C:28](Cl)(=[O:35])[C:29]1[CH:34]=[CH:33][CH:32]=[CH:31][CH:30]=1.C([O-])([O-])=O.[K+].[K+], predict the reaction product. The product is: [CH3:1][O:2][C:3]1[CH:4]=[C:5]2[C:10](=[CH:11][C:12]=1[O:13][CH3:14])[N:9]=[CH:8][CH:7]=[C:6]2[O:15][C:16]1[C:17]([CH3:27])=[C:18]2[C:23](=[CH:24][CH:25]=1)[CH:22]=[C:21]([NH:26][C:28](=[O:35])[C:29]1[CH:34]=[CH:33][CH:32]=[CH:31][CH:30]=1)[CH:20]=[CH:19]2.